This data is from Experimentally validated miRNA-target interactions with 360,000+ pairs, plus equal number of negative samples. The task is: Binary Classification. Given a miRNA mature sequence and a target amino acid sequence, predict their likelihood of interaction. (1) The miRNA is hsa-miR-3928-5p with sequence UGAAGCUCUAAGGUUCCGCCUGC. The protein sequence of the target gene is MSQTQDYECRSHNVDLPESRIPGSNTRLEWVEIIEPRTRERMYANLVTGECVWDPPAGVRIKRTSENQWWELFDPNTSRFYYYNASTQRTVWHRPQGCDIIPLAKLQTLKQNTESPRASAESSPGRGSSVSREGSTSSSLEPEPDTEKAQELPARAGRPAAFGTVKEDSGSSSPPGVFLEKDYEIYRDYSADGQLLHYRTSSLRWNSGAKERMLIKVADREPSFLAAQGNGYAPDGPPGVRSRRPSGSQHSPSLQTFAPEADGTIFFPERRPSPFLKRAELPGSSSPLLAQPRKPSGDSQ.... Result: 1 (interaction). (2) The miRNA is mmu-miR-466k with sequence UGUGUGUGUACAUGUACAUGUGA. The protein sequence of the target gene is MASKPEKRVASSVFITLAPPRRDVAVSEEVGQAACEARRARPWEMLPTKTPGAAVGRSPKTWTPSGKTNASLSGVTPQLSNGGCSLPPPSLNEEDLDLPPPPPPPSAYLPLPEEEPPVLPGKSLISDLEQLHLPPPPPPPPPQAPSKGSSVHPPPGHAIPSEEELPPPPEEPVTLPEREVSTDVCGFCHKPVSPRELAVEAMKRQYHAQCFTCRTCRRQLAGQRFYQKDGRPLCEPCYQDTLEKCGKCGEVVQEHVIRALGKAFHPPCFTCVTCARCISDESFALDSQNQVYCVADFYRK.... Result: 1 (interaction). (3) The miRNA is hsa-miR-4490 with sequence UCUGGUAAGAGAUUUGGGCAUA. The protein sequence of the target gene is MSHYGSYYGGLGYSCGGFGGLGYGYGCGCGSFCRRGSGCGYGGYGYGSGFGSYGYGSGFGGYGYGSGFGGYGYGCCRPSYNGGYGFSGFY. Result: 0 (no interaction).